The task is: Predict which catalyst facilitates the given reaction.. This data is from Catalyst prediction with 721,799 reactions and 888 catalyst types from USPTO. (1) Product: [N+:9]([C:7]1[CH:6]=[CH:5][C:4]2[CH2:12][CH2:13][O:14][CH2:2][C:3]=2[CH:8]=1)([O-:11])=[O:10]. Reactant: O[CH2:2][C:3]1[CH:8]=[C:7]([N+:9]([O-:11])=[O:10])[CH:6]=[CH:5][C:4]=1[CH2:12][CH2:13][OH:14].C1(=O)NC(=O)CC1.C1(P(C2C=CC=CC=2)C2C=CC=CC=2)C=CC=CC=1.N(C(OCC)=O)=NC(OCC)=O. The catalyst class is: 1. (2) Reactant: [CH3:1][CH2:2][C:3](=O)[CH2:4][CH3:5].[CH2:7]([NH2:10])[CH:8]=[CH2:9].[BH-](OC(C)=O)(OC(C)=O)OC(C)=O.[Na+]. Product: [CH2:7]([NH:10][CH:3]([CH2:4][CH3:5])[CH2:2][CH3:1])[CH:8]=[CH2:9]. The catalyst class is: 26. (3) Reactant: [CH2:1]([O:8][C@@H:9]1[C@H:13]([O:14][CH2:15][C:16]2[CH:21]=[CH:20][CH:19]=[CH:18][CH:17]=2)[C@@H:12]([CH2:22][O:23][CH2:24][C:25]2[CH:30]=[CH:29][CH:28]=[CH:27][CH:26]=2)[O:11][CH:10]1[CH2:31][C:32]#[N:33])[C:2]1[CH:7]=[CH:6][CH:5]=[CH:4][CH:3]=1.[CH3:34][N:35]([CH:37]=O)[CH3:36].C(OC(N(C)C)N(C)C)(C)(C)C. Product: [CH2:1]([O:8][C@@H:9]1[C@H:13]([O:14][CH2:15][C:16]2[CH:21]=[CH:20][CH:19]=[CH:18][CH:17]=2)[C@@H:12]([CH2:22][O:23][CH2:24][C:25]2[CH:30]=[CH:29][CH:28]=[CH:27][CH:26]=2)[O:11][CH:10]1[C:31](=[CH:34][N:35]([CH3:37])[CH3:36])[C:32]#[N:33])[C:2]1[CH:7]=[CH:6][CH:5]=[CH:4][CH:3]=1. The catalyst class is: 2. (4) Reactant: C([C:3]1[CH:8]=[C:7]([C:9]2[CH:10]=[C:11]3[C:16](=[CH:17][CH:18]=2)[N:15]=[CH:14][N:13]=[C:12]3[NH:19][C:20]2[CH:25]=[CH:24][C:23]([N:26]3[CH2:31][CH2:30]O[CH2:28][CH2:27]3)=[CH:22][CH:21]=2)[CH:6]=[CH:5][C:4]=1[N:32]=[CH:33][N:34]([CH3:36])C)#N.[NH2:37][C:38]1[CH:43]=[CH:42][CH:41]=[CH:40][CH:39]=1.[OH-:44].[Na+].CO.CCO.[ClH:51]. Product: [ClH:51].[ClH:51].[ClH:51].[N:26]1([C:23]2[CH:22]=[CH:21][C:20]([NH:19][C:12]3[C:11]4[C:16](=[CH:17][CH:18]=[C:9]([C:7]5[CH:8]=[C:3]6[C:4](=[CH:5][CH:6]=5)[N:32]=[CH:33][N:34]=[C:36]6[NH:37][C:38]5[CH:43]=[CH:42][CH:41]=[CH:40][CH:39]=5)[CH:10]=4)[N:15]=[CH:14][N:13]=3)=[CH:25][CH:24]=2)[CH2:31][CH2:30][O:44][CH2:28][CH2:27]1. The catalyst class is: 15. (5) Reactant: [C:1]1(=[O:11])[NH:5][C:4](=[O:6])[C:3]2=[CH:7][CH:8]=[CH:9][CH:10]=[C:2]12.[K].CS(O[CH2:18][C@H:19]1[O:24][CH2:23][CH2:22][N:21]([C:25]([O:27][C:28]([CH3:31])([CH3:30])[CH3:29])=[O:26])[CH2:20]1)(=O)=O.O. Product: [O:6]=[C:4]1[C:3]2[C:2](=[CH:10][CH:9]=[CH:8][CH:7]=2)[C:1](=[O:11])[N:5]1[CH2:18][C@H:19]1[O:24][CH2:23][CH2:22][N:21]([C:25]([O:27][C:28]([CH3:29])([CH3:31])[CH3:30])=[O:26])[CH2:20]1. The catalyst class is: 3.